This data is from Full USPTO retrosynthesis dataset with 1.9M reactions from patents (1976-2016). The task is: Predict the reactants needed to synthesize the given product. (1) Given the product [CH3:1][C:2]1[CH:7]=[CH:6][N:5]=[CH:4][C:3]=1[NH:8][C:9]1[C:10]([NH2:15])=[CH:11][CH:12]=[CH:13][CH:14]=1, predict the reactants needed to synthesize it. The reactants are: [CH3:1][C:2]1[CH:7]=[CH:6][N:5]=[CH:4][C:3]=1[NH:8][C:9]1[CH:14]=[CH:13][CH:12]=[CH:11][C:10]=1[N+:15]([O-])=O.C(OCC)(=O)C. (2) The reactants are: [Cl:1][C:2]1[CH:3]=[CH:4][C:5]([CH3:25])=[C:6]([N:8]2[C:12]([C:13]([O:15]CC)=[O:14])=[CH:11][C:10]([C:18](=O)/[CH:19]=[CH:20]/N(C)C)=[N:9]2)[CH:7]=1.C(=O)(O)O.[NH2:30][C:31]([NH2:33])=[NH:32]. Given the product [NH2:32][C:31]1[N:33]=[C:18]([C:10]2[CH:11]=[C:12]([C:13]([OH:15])=[O:14])[N:8]([C:6]3[CH:7]=[C:2]([Cl:1])[CH:3]=[CH:4][C:5]=3[CH3:25])[N:9]=2)[CH:19]=[CH:20][N:30]=1, predict the reactants needed to synthesize it. (3) Given the product [C:1]([O:5][C:6]([N:8]1[CH2:15][CH2:14][C:11]2([CH2:13][CH2:12]2)[C:10](=[O:16])[CH2:9]1)=[O:7])([CH3:4])([CH3:2])[CH3:3], predict the reactants needed to synthesize it. The reactants are: [C:1]([O:5][C:6]([N:8]1[CH2:15][CH2:14][C:11]2([CH2:13][CH2:12]2)[CH:10]([OH:16])[CH2:9]1)=[O:7])([CH3:4])([CH3:3])[CH3:2].[Br-].[Na+].C(=O)(O)[O-].[Na+].Cl[O-].[Na+].S([O-])([O-])(=O)=S.[Na+].[Na+]. (4) Given the product [Cl:1][C:2]1[N:3]=[C:4]2[N:13]([C:14]3[CH:15]=[C:16]([CH:17]=[CH:18][CH:19]=3)[C:20]#[N:21])[C:11](=[O:12])[N:10]([C:22]3[CH:27]=[CH:26][C:25]([O:28][CH3:29])=[CH:24][C:23]=3[F:30])[CH:8]([CH3:9])[C:5]2=[CH:6][N:7]=1, predict the reactants needed to synthesize it. The reactants are: [Cl:1][C:2]1[N:7]=[CH:6][C:5]([CH:8]([N:10]([C:22]2[CH:27]=[CH:26][C:25]([O:28][CH3:29])=[CH:24][C:23]=2[F:30])[C:11]([NH:13][C:14]2[CH:19]=[CH:18][CH:17]=[C:16]([C:20]#[N:21])[CH:15]=2)=[O:12])[CH3:9])=[CH:4][N:3]=1.CC(C)([O-])C.[K+]. (5) Given the product [Cl:35][C:29]1[CH:30]=[CH:31][C:26]([O:25][CH:23]2[CH2:4][C:3]3([CH2:19][CH2:17][NH:16][CH2:20][CH2:21]3)[CH2:2]2)=[CH:27][CH:28]=1, predict the reactants needed to synthesize it. The reactants are: O[CH2:2][C:3]1ON=C(C(OCC)=O)[CH:4]=1.C([N:16]([CH2:20][CH3:21])[CH:17]([CH3:19])C)(C)C.Cl[C:23]([O:25][C:26]1[CH:31]=[CH:30][C:29]([N+]([O-])=O)=[CH:28][CH:27]=1)=O.[Cl:35]CCCl. (6) Given the product [Cl:1][C:2]1[CH:3]=[C:4]([C:7]2[N:11]=[C:10]([C@@H:12]3[CH2:17][N:16]([C:33](=[O:34])[C:32]4[CH:36]=[CH:37][C:29]([F:28])=[CH:30][CH:31]=4)[C@H:15]([CH3:18])[CH2:14][CH2:13]3)[O:9][N:8]=2)[NH:5][CH:6]=1, predict the reactants needed to synthesize it. The reactants are: [Cl:1][C:2]1[CH:3]=[C:4]([C:7]2[N:11]=[C:10]([C@@H:12]3[CH2:17][NH:16][C@H:15]([CH3:18])[CH2:14][CH2:13]3)[O:9][N:8]=2)[NH:5][CH:6]=1.CCN(C(C)C)C(C)C.[F:28][C:29]1[CH:37]=[CH:36][C:32]([C:33](Cl)=[O:34])=[CH:31][CH:30]=1. (7) Given the product [N:1]1([C:7]2[CH:13]=[CH:12][C:10]([NH2:11])=[CH:9][CH:8]=2)[CH:5]=[CH:4][CH:3]=[N:2]1, predict the reactants needed to synthesize it. The reactants are: [NH:1]1[CH:5]=[CH:4][CH:3]=[N:2]1.I[C:7]1[CH:13]=[CH:12][C:10]([NH2:11])=[CH:9][CH:8]=1. (8) Given the product [CH2:1]([C:3]1[CH:8]=[CH:7][C:6]([F:9])=[CH:5][C:4]=1[C:10]([CH:12]1[CH2:13][CH2:14][N:15]([C:18]2[CH:22]=[C:21]([C:23]3[N:24]=[N:25][N:26]([CH2:28][C:29]([O:31][C:32]([CH3:33])([CH3:35])[CH3:34])=[O:30])[N:27]=3)[O:20][N:19]=2)[CH2:16][CH2:17]1)=[O:11])[CH3:2], predict the reactants needed to synthesize it. The reactants are: [CH2:1]([C:3]1[CH:8]=[CH:7][C:6]([F:9])=[CH:5][C:4]=1[C:10]([CH:12]1[CH2:17][CH2:16][N:15]([C:18]2[CH2:22][CH:21]([C:23]3[N:24]=[N:25][N:26]([CH2:28][C:29]([O:31][C:32]([CH3:35])([CH3:34])[CH3:33])=[O:30])[N:27]=3)[O:20][N:19]=2)[CH2:14][CH2:13]1)=[O:11])[CH3:2].C(=O)(O)[O-].[Na+].[N+]([O-])([O-])=O.[NH4+].[Ce].O. (9) Given the product [NH2:20][C:16]1[N:15]=[CH:14][N:13]=[C:12]2[C:17]=1[N:18]=[CH:19][N:11]2[C@@H:6]1[O:5][C@@:4](/[CH:29]=[CH:30]/[P:31](=[O:32])([OH:34])[OH:33])([N:1]=[N+:2]=[N-:3])[C@@H:8]([OH:9])[C@H:7]1[OH:10], predict the reactants needed to synthesize it. The reactants are: [N:1]([C@@:4]1(/[CH:29]=[CH:30]/[P:31](=[O:34])([OH:33])[OH:32])[C@@H:8]([OH:9])[C@@H:7]([OH:10])[C@H:6]([N:11]2[CH:19]=[N:18][C:17]3[C:12]2=[N:13][CH:14]=[N:15][C:16]=3[NH:20]C(=O)C2C=CC=CC=2)[O:5]1)=[N+:2]=[N-:3]. (10) Given the product [F:29][C:2]([F:28])([F:1])[C:3]([C:9]1[CH:10]=[CH:11][C:12]([C:15]2[CH:20]=[CH:19][C:18]([CH2:21][N:22]3[CH2:23][CH2:24][N:25]([C:31]([NH:30][CH2:33][CH2:34][CH3:35])=[O:32])[CH2:26][CH2:27]3)=[CH:17][CH:16]=2)=[CH:13][CH:14]=1)([OH:8])[C:4]([F:7])([F:6])[F:5].[C:3]([OH:8])([C:4]([F:7])([F:6])[F:5])=[O:32], predict the reactants needed to synthesize it. The reactants are: [F:1][C:2]([F:29])([F:28])[C:3]([C:9]1[CH:14]=[CH:13][C:12]([C:15]2[CH:20]=[CH:19][C:18]([CH2:21][N:22]3[CH2:27][CH2:26][NH:25][CH2:24][CH2:23]3)=[CH:17][CH:16]=2)=[CH:11][CH:10]=1)([OH:8])[C:4]([F:7])([F:6])[F:5].[N:30]([CH2:33][CH2:34][CH3:35])=[C:31]=[O:32].